Dataset: Reaction yield outcomes from USPTO patents with 853,638 reactions. Task: Predict the reaction yield, written as a fraction of the theoretical maximum amount of product (1.0 means a 100% yield; for example, 0.34 means a 34% yield). (1) The reactants are [F:1][C:2]1[CH:7]=[CH:6][C:5]([S:8](Cl)(=[O:10])=[O:9])=[CH:4][CH:3]=1.[CH3:12][NH:13][CH3:14]. The catalyst is C1COCC1. The product is [F:1][C:2]1[CH:7]=[CH:6][C:5]([S:8]([N:13]([CH3:14])[CH3:12])(=[O:10])=[O:9])=[CH:4][CH:3]=1. The yield is 0.860. (2) The reactants are O=[CH:2][CH2:3][CH2:4][CH2:5][C:6]([O:8][CH3:9])=[O:7].[C:10]([CH:15]=P(C1C=CC=CC=1)(C1C=CC=CC=1)C1C=CC=CC=1)([O:12][CH2:13]C)=[O:11]. The catalyst is C1(C)C=CC=CC=1. The product is [C:10]([O:12][CH3:13])(=[O:11])/[CH:15]=[CH:2]/[CH2:3][CH2:4][CH2:5][C:6]([O:8][CH3:9])=[O:7]. The yield is 0.480. (3) The reactants are Br[CH2:2][CH2:3][O:4][C:5]1[CH:13]=[C:12]2[C:8]([CH:9]=[C:10]([C:14]([NH:16][CH:17]3[CH2:22][CH2:21][CH2:20][CH2:19][CH2:18]3)=[O:15])[NH:11]2)=[C:7]([CH3:23])[CH:6]=1.C([O-])([O-])=O.[Cs+].[Cs+].[NH:30]1[CH2:35][CH2:34][O:33][CH2:32][CH2:31]1. The catalyst is C(#N)C.O. The product is [CH:17]1([NH:16][C:14]([C:10]2[NH:11][C:12]3[C:8]([CH:9]=2)=[C:7]([CH3:23])[CH:6]=[C:5]([O:4][CH2:3][CH2:2][N:30]2[CH2:35][CH2:34][O:33][CH2:32][CH2:31]2)[CH:13]=3)=[O:15])[CH2:22][CH2:21][CH2:20][CH2:19][CH2:18]1. The yield is 0.700. (4) The reactants are Cl[C:2]1[C:3](=[O:12])[N:4]([CH3:11])[C:5](=[O:10])[C:6]=1[N:7]([CH3:9])[CH3:8].[C:13](#[N:15])C. The catalyst is [C-]#N.C([N+](CC)(CC)CC)C. The product is [CH3:8][N:7]([CH3:9])[C:6]1[C:5](=[O:10])[N:4]([CH3:11])[C:3](=[O:12])[C:2]=1[C:13]#[N:15]. The yield is 0.160. (5) The reactants are [Br:1][C:2]1[C:7]([CH3:8])=[N:6][C:5]([N:9]2[CH2:14][CH2:13][N:12]([CH3:15])[CH2:11][CH2:10]2)=[C:4](Br)[N:3]=1.O.[NH2:18][NH2:19]. The catalyst is CCO. The product is [Br:1][C:2]1[C:7]([CH3:8])=[N:6][C:5]([N:9]2[CH2:14][CH2:13][N:12]([CH3:15])[CH2:11][CH2:10]2)=[C:4]([NH:18][NH2:19])[N:3]=1. The yield is 0.540. (6) The reactants are Br[C:2]1[CH:3]=[C:4]([C:8]([O:10][CH3:11])=[O:9])[S:5][C:6]=1[Cl:7].[CH3:12][N:13]1[CH:17]=[CH:16][CH:15]=[N:14]1.C(=O)([O-])[O-].[K+].[K+].C(OCC)(=O)C.CCCCCC. The catalyst is O1CCOCC1.O. The product is [Cl:7][C:6]1[S:5][C:4]([C:8]([O:10][CH3:11])=[O:9])=[CH:3][C:2]=1[C:17]1[N:13]([CH3:12])[N:14]=[CH:15][CH:16]=1. The yield is 0.340.